This data is from Peptide-MHC class II binding affinity with 134,281 pairs from IEDB. The task is: Regression. Given a peptide amino acid sequence and an MHC pseudo amino acid sequence, predict their binding affinity value. This is MHC class II binding data. (1) The peptide sequence is GIVVAWKVRLLPVPP. The MHC is DRB1_1201 with pseudo-sequence DRB1_1201. The binding affinity (normalized) is 0.561. (2) The peptide sequence is VSSHNHIPGYKVQTN. The MHC is HLA-DQA10201-DQB10301 with pseudo-sequence HLA-DQA10201-DQB10301. The binding affinity (normalized) is 0.179.